Dataset: Full USPTO retrosynthesis dataset with 1.9M reactions from patents (1976-2016). Task: Predict the reactants needed to synthesize the given product. (1) Given the product [CH3:25][N:24]([CH3:27])[CH2:23][CH2:22][O:48][C:45]1[CH:46]=[CH:47][C:42]([B:37]2[O:36][C:35]([CH3:49])([CH3:34])[C:39]([CH3:40])([CH3:41])[O:38]2)=[CH:43][CH:44]=1, predict the reactants needed to synthesize it. The reactants are: C1(P(C2C=CC=CC=2)C2C=CC=CC=2)C=CC=CC=1.OC1C[CH2:25][N:24]([C:27](OC(C)(C)C)=O)[CH2:23][CH2:22]1.[CH3:34][C:35]1([CH3:49])[C:39]([CH3:41])([CH3:40])[O:38][B:37]([C:42]2[CH:47]=[CH:46][C:45]([OH:48])=[CH:44][CH:43]=2)[O:36]1.N(C(N1CCCCC1)=O)=NC(N1CCCCC1)=O. (2) Given the product [ClH:39].[F:1][C:2]1[CH:7]=[C:6]([CH3:8])[CH:5]=[CH:4][C:3]=1[NH:9][C:10]1[CH:11]=[C:12]2[N:18]([S:19]([C:22]3[CH:27]=[CH:26][CH:25]=[C:24]([F:28])[CH:23]=3)(=[O:21])=[O:20])[CH:17]=[C:16]([CH2:29][NH:30][CH3:31])[C:13]2=[N:14][CH:15]=1, predict the reactants needed to synthesize it. The reactants are: [F:1][C:2]1[CH:7]=[C:6]([CH3:8])[CH:5]=[CH:4][C:3]=1[NH:9][C:10]1[CH:11]=[C:12]2[N:18]([S:19]([C:22]3[CH:27]=[CH:26][CH:25]=[C:24]([F:28])[CH:23]=3)(=[O:21])=[O:20])[CH:17]=[C:16]([CH2:29][N:30](C)[C:31](=O)OC(C)(C)C)[C:13]2=[N:14][CH:15]=1.[ClH:39].CO. (3) The reactants are: Cl[C:2]1[N:7]=[N:6][C:5]([O:8][CH2:9][C:10]2[CH:15]=[CH:14][C:13]([O:16][CH3:17])=[CH:12][CH:11]=2)=[C:4]([O:18][CH2:19][C:20]2[CH:25]=[CH:24][C:23]([O:26][CH3:27])=[CH:22][CH:21]=2)[CH:3]=1.[Cl:28][C:29]1[CH:34]=[CH:33][C:32]([CH2:35][SH:36])=[CH:31][CH:30]=1.CCN(C(C)C)C(C)C. Given the product [Cl:28][C:29]1[CH:34]=[CH:33][C:32]([CH2:35][S:36][C:2]2[N:7]=[N:6][C:5]([O:8][CH2:9][C:10]3[CH:11]=[CH:12][C:13]([O:16][CH3:17])=[CH:14][CH:15]=3)=[C:4]([O:18][CH2:19][C:20]3[CH:21]=[CH:22][C:23]([O:26][CH3:27])=[CH:24][CH:25]=3)[CH:3]=2)=[CH:31][CH:30]=1, predict the reactants needed to synthesize it. (4) Given the product [Cl:1][C:2]1[CH:3]=[C:4]([C:9]2[N:14]=[CH:13][N:12]=[C:11]([S:18][CH2:19][C:20]([NH2:22])=[O:21])[C:10]=2[C:16]#[N:17])[CH:5]=[CH:6][C:7]=1[Cl:8], predict the reactants needed to synthesize it. The reactants are: [Cl:1][C:2]1[CH:3]=[C:4]([C:9]2[N:14]=[CH:13][N:12]=[C:11](Cl)[C:10]=2[C:16]#[N:17])[CH:5]=[CH:6][C:7]=1[Cl:8].[SH:18][CH2:19][C:20]([NH2:22])=[O:21].C(N(C(C)C)CC)(C)C. (5) The reactants are: [CH3:1][N:2]([CH3:18])[C:3]1[CH:8]=[CH:7][C:6]([C:9]2[CH2:14][CH2:13][CH2:12][CH2:11][C:10]=2[C:15]([OH:17])=O)=[CH:5][CH:4]=1.[NH2:19][C:20]1[CH:25]=[CH:24][C:23]([N:26]([CH2:34][CH2:35][C:36]2[CH:41]=[CH:40][CH:39]=[CH:38][N:37]=2)C(=O)OC(C)(C)C)=[CH:22][CH:21]=1.O.ON1C2C=CC=CC=2N=N1.Cl.CN(C)CCCN=C=NCC.C(=O)([O-])[O-].[K+].[K+]. Given the product [CH3:18][N:2]([CH3:1])[C:3]1[CH:4]=[CH:5][C:6]([C:9]2[CH2:14][CH2:13][CH2:12][CH2:11][C:10]=2[C:15]([NH:19][C:20]2[CH:21]=[CH:22][C:23]([NH:26][CH2:34][CH2:35][C:36]3[CH:41]=[CH:40][CH:39]=[CH:38][N:37]=3)=[CH:24][CH:25]=2)=[O:17])=[CH:7][CH:8]=1, predict the reactants needed to synthesize it.